From a dataset of Full USPTO retrosynthesis dataset with 1.9M reactions from patents (1976-2016). Predict the reactants needed to synthesize the given product. (1) The reactants are: [CH3:1][O:2][C:3]1[CH:4]=[C:5]([CH:23]=[C:24]([O:26][CH3:27])[CH:25]=1)[O:6][CH2:7][C@@H:8]1[C@:17]2([CH3:18])[C@H:12]([C:13]([CH3:20])([CH3:19])[CH2:14][CH2:15][CH2:16]2)[CH2:11][CH2:10][C@@:9]1([CH3:22])O.Cl[Sn](Cl)(Cl)Cl. Given the product [CH3:27][O:26][C:24]1[CH:25]=[C:3]([O:2][CH3:1])[CH:4]=[C:5]2[C:23]=1[C@@:9]1([CH3:22])[C@H:8]([CH2:7][O:6]2)[C@:17]2([CH3:18])[C@H:12]([C:13]([CH3:20])([CH3:19])[CH2:14][CH2:15][CH2:16]2)[CH2:11][CH2:10]1, predict the reactants needed to synthesize it. (2) Given the product [CH:1]1([CH2:6][CH:7]([N:16]2[C:24]3[C:19](=[CH:20][CH:21]=[C:22]([S:30]([CH3:34])(=[O:32])=[O:29])[CH:23]=3)[CH2:18][C:17]2=[O:27])[C:8]([NH:10][C:11]2[S:12][CH:13]=[CH:14][N:15]=2)=[O:9])[CH2:5][CH2:4][CH2:3][CH2:2]1, predict the reactants needed to synthesize it. The reactants are: [CH:1]1([CH2:6][CH:7]([N:16]2[C:24]3[C:19](=[CH:20][CH:21]=[C:22](SC)[CH:23]=3)[CH2:18][C:17]2=[O:27])[C:8]([NH:10][C:11]2[S:12][CH:13]=[CH:14][N:15]=2)=[O:9])[CH2:5][CH2:4][CH2:3][CH2:2]1.O[O:29][S:30]([O-:32])=O.[K+].[CH3:34]O. (3) Given the product [Cl:8][C:7]1[C:2]([CH3:20])=[C:3]([CH:9]([NH2:17])[CH2:10][C:11]2[CH:16]=[CH:15][CH:14]=[CH:13][CH:12]=2)[CH:4]=[CH:5][CH:6]=1, predict the reactants needed to synthesize it. The reactants are: Cl[C:2]1[C:7]([Cl:8])=[CH:6][CH:5]=[CH:4][C:3]=1[CH:9]([NH2:17])[CH2:10][C:11]1[CH:16]=[CH:15][CH:14]=[CH:13][CH:12]=1.[OH-].[Na+].[CH3:20]O. (4) Given the product [Br:20][C:14]1[CH:13]=[C:12]([C:11]2[C:6]3[C:7](=[N:8][C:3]([NH2:2])=[N:4][CH:5]=3)[N:9]([CH3:21])[N:10]=2)[CH:17]=[C:16]([F:18])[C:15]=1[O:19][CH2:31][CH2:30][O:29][CH3:28], predict the reactants needed to synthesize it. The reactants are: Cl.[NH2:2][C:3]1[N:8]=[C:7]2[N:9]([CH3:21])[N:10]=[C:11]([C:12]3[CH:17]=[C:16]([F:18])[C:15]([OH:19])=[C:14]([Br:20])[CH:13]=3)[C:6]2=[CH:5][N:4]=1.C([O-])([O-])=O.[K+].[K+].[CH3:28][O:29][CH2:30][CH2:31]Br. (5) Given the product [CH2:1]([O:3][C:4]([C:6]1[S:10][C:9]2[CH:11]=[CH:12][C:13]([I:22])=[CH:14][C:8]=2[CH:7]=1)=[O:5])[CH3:2], predict the reactants needed to synthesize it. The reactants are: [CH2:1]([O:3][C:4]([C:6]1[S:10][C:9]2[CH:11]=[CH:12][C:13](N)=[CH:14][C:8]=2[CH:7]=1)=[O:5])[CH3:2].Cl.N([O-])=O.[Na+].[Na+].[I-:22]. (6) Given the product [CH2:19]([O:1][C:2]1[CH:11]=[CH:10][C:5]([C:6]([O:8][CH3:9])=[O:7])=[C:4]([OH:12])[CH:3]=1)[C:20]1[CH:25]=[CH:24][CH:23]=[CH:22][CH:21]=1, predict the reactants needed to synthesize it. The reactants are: [OH:1][C:2]1[CH:3]=[C:4]([OH:12])[C:5](=[CH:10][CH:11]=1)[C:6]([O:8][CH3:9])=[O:7].C(=O)([O-])[O-].[K+].[K+].[CH2:19](Br)[C:20]1[CH:25]=[CH:24][CH:23]=[CH:22][CH:21]=1.[I-].[K+]. (7) Given the product [Cl:13][C:14]1[C:21]([O:22][CH2:1][CH3:2])=[CH:20][C:19]([O:23][CH2:25][CH3:26])=[CH:18][C:15]=1[CH:16]=[O:17], predict the reactants needed to synthesize it. The reactants are: [CH2:1](OC1C=C(C=CC=1C)C=O)[CH3:2].[Cl:13][C:14]1[C:21]([OH:22])=[CH:20][C:19]([OH:23])=[CH:18][C:15]=1[CH:16]=[O:17].I[CH2:25][CH3:26].C([O-])([O-])=O.[K+].[K+]. (8) Given the product [ClH:1].[C:2]12([C:12]3[N:13]=[C:14]4[N:18]([CH:19]=3)[C:17]([C:20]3[CH:21]=[C:22]([OH:28])[C:23]([OH:26])=[CH:24][CH:25]=3)=[CH:16][S:15]4)[CH2:11][CH:6]3[CH2:5][CH:4]([CH2:10][CH:8]([CH2:7]3)[CH2:9]1)[CH2:3]2, predict the reactants needed to synthesize it. The reactants are: [ClH:1].[C:2]12([C:12]3[N:13]=[C:14]4[N:18]([CH:19]=3)[C:17]([C:20]3[CH:25]=[CH:24][C:23]([O:26]C)=[C:22]([O:28]C)[CH:21]=3)=[CH:16][S:15]4)[CH2:11][CH:6]3[CH2:7][CH:8]([CH2:10][CH:4]([CH2:5]3)[CH2:3]1)[CH2:9]2.B(Br)(Br)Br. (9) The reactants are: [F:1][C:2]([F:15])([F:14])[C:3]1[CH:8]=[CH:7][N:6]=[C:5]([CH2:9][C:10](OC)=[O:11])[CH:4]=1.[NH3:16]. Given the product [F:1][C:2]([F:15])([F:14])[C:3]1[CH:8]=[CH:7][N:6]=[C:5]([CH2:9][C:10]([NH2:16])=[O:11])[CH:4]=1, predict the reactants needed to synthesize it.